From a dataset of Reaction yield outcomes from USPTO patents with 853,638 reactions. Predict the reaction yield, written as a fraction of the theoretical maximum amount of product (1.0 means a 100% yield; for example, 0.34 means a 34% yield). (1) The reactants are [CH2:1]([C:5]1[C:13]([C:14]2[CH:19]=[CH:18][N:17]=[C:16](S(C)=O)[N:15]=2)=[C:8]2[CH:9]=[CH:10][CH:11]=[CH:12][N:7]2[N:6]=1)[CH:2]([CH3:4])[CH3:3].[CH:23]1([NH2:28])[CH2:27][CH2:26][CH2:25][CH2:24]1. The yield is 0.890. The product is [CH:23]1([NH:28][C:16]2[N:15]=[C:14]([C:13]3[C:5]([CH2:1][CH:2]([CH3:4])[CH3:3])=[N:6][N:7]4[CH:12]=[CH:11][CH:10]=[CH:9][C:8]=34)[CH:19]=[CH:18][N:17]=2)[CH2:27][CH2:26][CH2:25][CH2:24]1. No catalyst specified. (2) The reactants are [Br:1][C:2]1[CH:3]=[C:4]2[C:7](=[CH:8][CH:9]=1)[C:6]([C:11]1[CH:16]=[CH:15][CH:14]=[CH:13][CH:12]=1)(O)[CH2:5]2.C([SiH](CC)CC)C.FC(F)(F)C(O)=O. The catalyst is CCCCCC. The product is [Br:1][C:2]1[CH:3]=[C:4]2[C:7](=[CH:8][CH:9]=1)[CH:6]([C:11]1[CH:12]=[CH:13][CH:14]=[CH:15][CH:16]=1)[CH2:5]2. The yield is 0.760.